From a dataset of NCI-60 drug combinations with 297,098 pairs across 59 cell lines. Regression. Given two drug SMILES strings and cell line genomic features, predict the synergy score measuring deviation from expected non-interaction effect. (1) Drug 1: C1CCC(CC1)NC(=O)N(CCCl)N=O. Drug 2: CC1CCC2CC(C(=CC=CC=CC(CC(C(=O)C(C(C(=CC(C(=O)CC(OC(=O)C3CCCCN3C(=O)C(=O)C1(O2)O)C(C)CC4CCC(C(C4)OC)O)C)C)O)OC)C)C)C)OC. Cell line: SF-295. Synergy scores: CSS=37.4, Synergy_ZIP=-19.5, Synergy_Bliss=-17.0, Synergy_Loewe=-11.3, Synergy_HSA=-9.39. (2) Drug 1: C1CC(=O)NC(=O)C1N2CC3=C(C2=O)C=CC=C3N. Cell line: SK-OV-3. Synergy scores: CSS=44.0, Synergy_ZIP=-1.43, Synergy_Bliss=-0.684, Synergy_Loewe=-8.51, Synergy_HSA=1.44. Drug 2: CCC1=CC2CC(C3=C(CN(C2)C1)C4=CC=CC=C4N3)(C5=C(C=C6C(=C5)C78CCN9C7C(C=CC9)(C(C(C8N6C)(C(=O)OC)O)OC(=O)C)CC)OC)C(=O)OC.C(C(C(=O)O)O)(C(=O)O)O. (3) Drug 1: CNC(=O)C1=CC=CC=C1SC2=CC3=C(C=C2)C(=NN3)C=CC4=CC=CC=N4. Drug 2: C1=CC=C(C=C1)NC(=O)CCCCCCC(=O)NO. Cell line: OVCAR3. Synergy scores: CSS=-4.07, Synergy_ZIP=-2.50, Synergy_Bliss=-4.48, Synergy_Loewe=-15.4, Synergy_HSA=-7.84. (4) Drug 1: CC1=C(N=C(N=C1N)C(CC(=O)N)NCC(C(=O)N)N)C(=O)NC(C(C2=CN=CN2)OC3C(C(C(C(O3)CO)O)O)OC4C(C(C(C(O4)CO)O)OC(=O)N)O)C(=O)NC(C)C(C(C)C(=O)NC(C(C)O)C(=O)NCCC5=NC(=CS5)C6=NC(=CS6)C(=O)NCCC[S+](C)C)O. Drug 2: CCC1(C2=C(COC1=O)C(=O)N3CC4=CC5=C(C=CC(=C5CN(C)C)O)N=C4C3=C2)O.Cl. Cell line: HOP-62. Synergy scores: CSS=76.9, Synergy_ZIP=-1.79, Synergy_Bliss=-1.71, Synergy_Loewe=0.848, Synergy_HSA=1.72.